From a dataset of Reaction yield outcomes from USPTO patents with 853,638 reactions. Predict the reaction yield, written as a fraction of the theoretical maximum amount of product (1.0 means a 100% yield; for example, 0.34 means a 34% yield). (1) The catalyst is C1COCC1. The product is [Br:1][C:2]1[C:11]2[C:6](=[CH:7][CH:8]=[CH:9][CH:10]=2)[C:5]([CH2:12][O:13][Si:14]([C:17]([CH3:20])([CH3:19])[CH3:18])([CH3:16])[CH3:15])=[CH:4][CH:3]=1. The yield is 0.910. The reactants are [Br:1][C:2]1[C:11]2[C:6](=[CH:7][CH:8]=[CH:9][CH:10]=2)[C:5]([CH2:12][OH:13])=[CH:4][CH:3]=1.[Si:14](Cl)([C:17]([CH3:20])([CH3:19])[CH3:18])([CH3:16])[CH3:15].N1C=CN=C1.O. (2) The reactants are [Cl:1][C:2]1[C:3]([CH3:15])=[C:4]([I:14])[C:5]([O:11][CH2:12][CH3:13])=[C:6]([C:8](=[O:10])[CH3:9])[CH:7]=1. The catalyst is C(O)C. The product is [Cl:1][C:2]1[C:3]([CH3:15])=[C:4]([I:14])[C:5]([O:11][CH2:12][CH3:13])=[C:6]([CH:8]([OH:10])[CH3:9])[CH:7]=1. The yield is 0.940. (3) The reactants are [S:1]1[CH:5]=[CH:4][N:3]=[C:2]1[C:6]1[CH:7]=[CH:8][C:9]([CH2:12]O)=N[CH:11]=1.S(Cl)(Cl)=O.[Cl:18][CH2:19]Cl. No catalyst specified. The product is [Cl:18][CH2:19][C:9]1[CH:8]=[CH:7][C:6]([C:2]2[S:1][CH:5]=[CH:4][N:3]=2)=[CH:11][CH:12]=1. The yield is 0.560.